From a dataset of Peptide-MHC class I binding affinity with 185,985 pairs from IEDB/IMGT. Regression. Given a peptide amino acid sequence and an MHC pseudo amino acid sequence, predict their binding affinity value. This is MHC class I binding data. The peptide sequence is KNMYELQKL. The MHC is Mamu-B08 with pseudo-sequence Mamu-B08. The binding affinity (normalized) is 0.123.